The task is: Predict the product of the given reaction.. This data is from Forward reaction prediction with 1.9M reactions from USPTO patents (1976-2016). (1) Given the reactants Cl[C:2]1[N:10]=[CH:9][N:8]=[C:7]2[C:3]=1[N:4]=[C:5]([C:13]([O:15][CH3:16])=[O:14])[N:6]2[CH2:11][CH3:12].[NH2:17][C@H:18]1[CH2:22][CH2:21][N:20]([C:23]([O:25][C:26]([CH3:29])([CH3:28])[CH3:27])=[O:24])[CH2:19]1.C(N(CC)C(C)C)(C)C, predict the reaction product. The product is: [C:26]([O:25][C:23]([N:20]1[CH2:21][CH2:22][C@H:18]([NH:17][C:2]2[N:10]=[CH:9][N:8]=[C:7]3[C:3]=2[N:4]=[C:5]([C:13]([O:15][CH3:16])=[O:14])[N:6]3[CH2:11][CH3:12])[CH2:19]1)=[O:24])([CH3:29])([CH3:27])[CH3:28]. (2) Given the reactants [Cl:1][C:2]1[CH:10]=[C:9]2[C:5](/[C:6](=[CH:12]/[C:13]3[CH:18]=[C:17]([Cl:19])[CH:16]=[CH:15][C:14]=3[O:20][CH2:21][S:22]([CH3:24])=[O:23])/[C:7](=[O:11])[NH:8]2)=[CH:4][CH:3]=1.[C:25]([O:29][C:30](O[C:30]([O:29][C:25]([CH3:28])([CH3:27])[CH3:26])=[O:31])=[O:31])([CH3:28])([CH3:27])[CH3:26], predict the reaction product. The product is: [C:25]([O:29][C:30]([N:8]1[C:9]2[C:5](=[CH:4][CH:3]=[C:2]([Cl:1])[CH:10]=2)/[C:6](=[CH:12]/[C:13]2[CH:18]=[C:17]([Cl:19])[CH:16]=[CH:15][C:14]=2[O:20][CH2:21][S:22]([CH3:24])=[O:23])/[C:7]1=[O:11])=[O:31])([CH3:28])([CH3:27])[CH3:26]. (3) Given the reactants [F:1][C:2]([F:14])([F:13])[C:3]1[CH:8]=[CH:7][C:6]([CH2:9][C:10](O)=[O:11])=[CH:5][CH:4]=1.[H-].[Al+3].[Li+].[H-].[H-].[H-].Cl, predict the reaction product. The product is: [F:1][C:2]([F:13])([F:14])[C:3]1[CH:4]=[CH:5][C:6]([CH2:9][CH2:10][OH:11])=[CH:7][CH:8]=1. (4) Given the reactants [CH2:1]([O:5][C:6]([N:8]1[CH2:13][CH2:12][N:11]([C:14](=[O:35])[CH2:15][NH:16][C:17]([C:19]2[N:20]=[C:21]([C:29]3[CH:34]=[CH:33][CH:32]=[CH:31][CH:30]=3)[S:22][C:23]=2[NH:24][CH2:25][CH2:26][CH2:27][OH:28])=[O:18])[CH2:10][CH2:9]1)=[O:7])[CH2:2][CH2:3][CH3:4].C(OC1C(OC(=O)C)=C(I)C=CC=1)(=[O:38])C.CC1(C)N([O])C(C)(C)CCC1.Cl, predict the reaction product. The product is: [CH2:1]([O:5][C:6]([N:8]1[CH2:9][CH2:10][N:11]([C:14](=[O:35])[CH2:15][NH:16][C:17]([C:19]2[N:20]=[C:21]([C:29]3[CH:30]=[CH:31][CH:32]=[CH:33][CH:34]=3)[S:22][C:23]=2[NH:24][CH2:25][CH2:26][C:27]([OH:38])=[O:28])=[O:18])[CH2:12][CH2:13]1)=[O:7])[CH2:2][CH2:3][CH3:4]. (5) Given the reactants Br[CH2:2][C:3](=[O:6])[CH2:4][CH3:5].[CH:7]([N-:9][CH:10]=[O:11])=[O:8].[Na+], predict the reaction product. The product is: [CH:7]([N:9]([CH2:2][C:3](=[O:6])[CH2:4][CH3:5])[CH:10]=[O:11])=[O:8]. (6) Given the reactants [C:1]([O:5][C:6]([NH:8][CH2:9][CH2:10][CH2:11][C@H:12]([NH:17][C:18]([C:20]1[C:21](=[O:39])[N:22]([CH:26]([C:33]2[CH:38]=[CH:37][CH:36]=[CH:35][CH:34]=2)[C:27]2[CH:32]=[CH:31][CH:30]=[CH:29][CH:28]=2)[CH:23]=[CH:24][CH:25]=1)=[O:19])[C:13]([O:15]C)=[O:14])=[O:7])([CH3:4])([CH3:3])[CH3:2].CO.C1COCC1.[OH-].[Na+], predict the reaction product. The product is: [C:1]([O:5][C:6]([NH:8][CH2:9][CH2:10][CH2:11][C@H:12]([NH:17][C:18]([C:20]1[C:21](=[O:39])[N:22]([CH:26]([C:33]2[CH:38]=[CH:37][CH:36]=[CH:35][CH:34]=2)[C:27]2[CH:32]=[CH:31][CH:30]=[CH:29][CH:28]=2)[CH:23]=[CH:24][CH:25]=1)=[O:19])[C:13]([OH:15])=[O:14])=[O:7])([CH3:4])([CH3:2])[CH3:3].